From a dataset of Reaction yield outcomes from USPTO patents with 853,638 reactions. Predict the reaction yield, written as a fraction of the theoretical maximum amount of product (1.0 means a 100% yield; for example, 0.34 means a 34% yield). (1) The reactants are [Cl:1][C:2]1[CH:7]=[CH:6][C:5]([S:8]([CH:11]([C:22]2[CH:27]=[C:26]([F:28])[CH:25]=[CH:24][C:23]=2[F:29])[C:12]2[C:13]([CH3:21])=[CH:14][C:15]([C:18](O)=[O:19])=[N:16][CH:17]=2)(=[O:10])=[O:9])=[CH:4][CH:3]=1.Cl.CN.O[N:34]1[C:38]2C=CC=CC=2N=N1.CN1CCOCC1.Cl.C(N=C=NCCCN(C)C)C. The catalyst is C(Cl)Cl. The product is [Cl:1][C:2]1[CH:3]=[CH:4][C:5]([S:8]([CH:11]([C:22]2[CH:27]=[C:26]([F:28])[CH:25]=[CH:24][C:23]=2[F:29])[C:12]2[C:13]([CH3:21])=[CH:14][C:15]([C:18]([NH:34][CH3:38])=[O:19])=[N:16][CH:17]=2)(=[O:10])=[O:9])=[CH:6][CH:7]=1. The yield is 0.810. (2) The reactants are CCN(C(C)C)C(C)C.C1C=CC2N(O)N=NC=2C=1.CCN=C=NCCCN(C)C.[N:31]1[CH:36]=[CH:35][CH:34]=[CH:33][C:32]=1[C:37]1[NH:41][N:40]=[C:39]([C:42]([OH:44])=O)[CH:38]=1.N1C=CC=CC=1C(=O)C.Cl.[NH2:55][CH2:56][C:57]([N:59]1[CH2:64][CH2:63][N:62]([C:65](=[O:77])[C:66]2[CH:71]=[C:70]([F:72])[CH:69]=[CH:68][C:67]=2[C:73]([F:76])([F:75])[F:74])[CH2:61][CH2:60]1)=[O:58].FC1C=CC(C(F)(F)F)=C(C=1)C(O)=O. The catalyst is CN(C=O)C.O. The product is [F:72][C:70]1[CH:69]=[CH:68][C:67]([C:73]([F:75])([F:74])[F:76])=[C:66]([CH:71]=1)[C:65]([N:62]1[CH2:63][CH2:64][N:59]([C:57](=[O:58])[CH2:56][NH:55][C:42]([C:39]2[CH:38]=[C:37]([C:32]3[CH:33]=[CH:34][CH:35]=[CH:36][N:31]=3)[NH:41][N:40]=2)=[O:44])[CH2:60][CH2:61]1)=[O:77]. The yield is 0.123. (3) The reactants are [Cl:1][CH2:2][C:3]1[CH:8]=[CH:7][CH:6]=[CH:5][C:4]=1[CH2:9][C:10]#[N:11].[NH2:12][C:13]([NH2:15])=[S:14]. The catalyst is CO. The product is [ClH:1].[C:10]([CH2:9][C:4]1[CH:5]=[CH:6][CH:7]=[CH:8][C:3]=1[CH2:2][S:14][C:13](=[NH:12])[NH2:15])#[N:11]. The yield is 0.790. (4) The reactants are [O-:1][C:2]#[N:3].[Na+].[NH2:5][CH2:6][CH2:7][N:8]1[C:25](=[N:26][C:27]2[CH:32]=[CH:31][CH:30]=[CH:29][C:28]=2[CH3:33])[CH:24]=[C:11]2[C:12]3[C:17]([CH2:18][CH2:19][N:10]2[C:9]1=[O:34])=[CH:16][C:15]([O:20][CH3:21])=[C:14]([O:22][CH3:23])[CH:13]=3.[OH-].[Na+]. The catalyst is O.Cl. The product is [C:2]([NH:5][CH2:6][CH2:7][N:8]1[C:25](=[N:26][C:27]2[CH:32]=[CH:31][CH:30]=[CH:29][C:28]=2[CH3:33])[CH:24]=[C:11]2[C:12]3[C:17]([CH2:18][CH2:19][N:10]2[C:9]1=[O:34])=[CH:16][C:15]([O:20][CH3:21])=[C:14]([O:22][CH3:23])[CH:13]=3)(=[O:1])[NH2:3]. The yield is 0.450. (5) The reactants are [F:1][C:2]1[CH:18]=[CH:17][C:5]([C:6]([N:8]2[CH2:13][CH2:12][CH2:11][C@H:10]([C:14]([NH2:16])=[O:15])[CH2:9]2)=[O:7])=[CH:4][CH:3]=1.Br[CH2:20][C:21]([C:23]1[CH:28]=[CH:27][C:26]([F:29])=[CH:25][C:24]=1[F:30])=O. No catalyst specified. The product is [F:30][C:24]1[CH:25]=[C:26]([F:29])[CH:27]=[CH:28][C:23]=1[C:21]1[N:16]=[C:14]([C@H:10]2[CH2:11][CH2:12][CH2:13][N:8]([C:6]([C:5]3[CH:4]=[CH:3][C:2]([F:1])=[CH:18][CH:17]=3)=[O:7])[CH2:9]2)[O:15][CH:20]=1. The yield is 0.240. (6) The reactants are Cl.Cl.[CH3:3][C@H:4]1[CH2:8][CH2:7][CH2:6][N:5]1[C@H:9]1[CH2:13][CH2:12][NH:11][CH2:10]1.Cl[C:15]1[CH:16]=[CH:17][C:18]([N+:21]([O-:23])=[O:22])=[N:19][CH:20]=1.C(=O)([O-])[O-].[K+].[K+]. The catalyst is C(#N)C. The product is [CH3:3][C@H:4]1[CH2:8][CH2:7][CH2:6][N:5]1[C@H:9]1[CH2:13][CH2:12][N:11]([C:15]2[CH:20]=[N:19][C:18]([N+:21]([O-:23])=[O:22])=[CH:17][CH:16]=2)[CH2:10]1. The yield is 0.170. (7) The reactants are [F:1][C:2]1[CH:8]=[CH:7][CH:6]=[CH:5][C:3]=1[NH2:4].[C:9]([C:15]([O:17][CH3:18])=[O:16])#[C:10][C:11]([O:13][CH3:14])=[O:12]. The catalyst is CO. The product is [F:1][C:2]1[CH:8]=[CH:7][CH:6]=[CH:5][C:3]=1[NH:4]/[C:10](=[CH:9]/[C:15]([O:17][CH3:18])=[O:16])/[C:11]([O:13][CH3:14])=[O:12]. The yield is 0.830. (8) The reactants are [NH2:1][C:2]1[N:7]=[C:6]([C:8]([O:10][CH2:11][CH3:12])=[O:9])[CH:5]=[CH:4][CH:3]=1.[C:13](O[C:13]([O:15][C:16]([CH3:19])([CH3:18])[CH3:17])=[O:14])([O:15][C:16]([CH3:19])([CH3:18])[CH3:17])=[O:14]. The catalyst is CC(O)(C)C.CC(C)=O.CN(C)C1C=CN=CC=1. The product is [C:16]([O:15][C:13]([NH:1][C:2]1[N:7]=[C:6]([C:8]([O:10][CH2:11][CH3:12])=[O:9])[CH:5]=[CH:4][CH:3]=1)=[O:14])([CH3:19])([CH3:18])[CH3:17]. The yield is 0.910. (9) The catalyst is C(Cl)Cl. The reactants are [F:1][C:2]1[CH:8]=[CH:7][C:5]([NH2:6])=[CH:4][CH:3]=1.[CH:9](=O)[CH:10]([CH3:12])[CH3:11].C(O[BH-](OC(=O)C)OC(=O)C)(=O)C.[Na+]. The product is [F:1][C:2]1[CH:8]=[CH:7][C:5]([NH:6][CH2:9][CH:10]([CH3:12])[CH3:11])=[CH:4][CH:3]=1. The yield is 0.540. (10) The reactants are Br[C:2]1[CH:23]=[CH:22][C:5]2[C:6]3[N:7]([CH:11]=[C:12]([C:14]4[N:18]([CH:19]([CH3:21])[CH3:20])[N:17]=[CH:16][N:15]=4)[N:13]=3)[CH2:8][CH2:9][O:10][C:4]=2[CH:3]=1.[CH2:24]([N:26]([CH2:43][CH3:44])[CH2:27][CH2:28][N:29]1[CH:33]=[C:32](B2OC(C)(C)C(C)(C)O2)[CH:31]=[N:30]1)[CH3:25].C(=O)([O-])[O-].[K+].[K+].C(#N)C. The catalyst is C(OCC)(=O)C.O. The product is [CH2:43]([N:26]([CH2:24][CH3:25])[CH2:27][CH2:28][N:29]1[CH:33]=[C:32]([C:2]2[CH:23]=[CH:22][C:5]3[C:6]4[N:7]([CH:11]=[C:12]([C:14]5[N:18]([CH:19]([CH3:21])[CH3:20])[N:17]=[CH:16][N:15]=5)[N:13]=4)[CH2:8][CH2:9][O:10][C:4]=3[CH:3]=2)[CH:31]=[N:30]1)[CH3:44]. The yield is 0.330.